Dataset: Forward reaction prediction with 1.9M reactions from USPTO patents (1976-2016). Task: Predict the product of the given reaction. (1) Given the reactants [Cl:1][C:2]1[C:7]([C:8]2[CH:13]=[CH:12][CH:11]=[CH:10][CH:9]=2)=[N:6][N:5]=[C:4]2[N:14]([CH2:23][C:24](O)=[O:25])[N:15]=[C:16]([C:17]3[CH:22]=[CH:21][CH:20]=[CH:19][CH:18]=3)[C:3]=12.[CH3:27][N:28]([CH3:33])[CH2:29][CH2:30][NH:31][CH3:32].C(N(C(C)C)CC)(C)C.F[P-](F)(F)(F)(F)F.N1(OC(N(C)C)=[N+](C)C)C2N=CC=CC=2N=N1, predict the reaction product. The product is: [Cl:1][C:2]1[C:7]([C:8]2[CH:13]=[CH:12][CH:11]=[CH:10][CH:9]=2)=[N:6][N:5]=[C:4]2[N:14]([CH2:23][C:24]([N:31]([CH2:30][CH2:29][N:28]([CH3:33])[CH3:27])[CH3:32])=[O:25])[N:15]=[C:16]([C:17]3[CH:18]=[CH:19][CH:20]=[CH:21][CH:22]=3)[C:3]=12. (2) Given the reactants Cl[C:2]([O:4][CH3:5])=[O:3].[Cl:6][C:7]1[C:15]2[N:14]=[C:13]3[N:16]([C:20]4[C:25]([Cl:26])=[CH:24][C:23]([Cl:27])=[CH:22][C:21]=4[Cl:28])[CH2:17][CH2:18][CH2:19][N:12]3[C:11]=2[C:10]([CH:29]([NH2:32])[CH2:30][CH3:31])=[CH:9][CH:8]=1.C(N(CC)CC)C, predict the reaction product. The product is: [Cl:6][C:7]1[C:15]2[N:14]=[C:13]3[N:16]([C:20]4[C:25]([Cl:26])=[CH:24][C:23]([Cl:27])=[CH:22][C:21]=4[Cl:28])[CH2:17][CH2:18][CH2:19][N:12]3[C:11]=2[C:10]([CH:29]([NH:32][C:2](=[O:3])[O:4][CH3:5])[CH2:30][CH3:31])=[CH:9][CH:8]=1. (3) The product is: [SH:6][CH:7]([C:11]1[CH:16]=[CH:15][CH:14]=[CH:13][CH:12]=1)[C:8]([O:4][CH2:3][CH2:2][CH2:1][O:5][C:8](=[O:9])[CH:7]([SH:6])[C:11]1[CH:16]=[CH:15][CH:14]=[CH:13][CH:12]=1)=[O:9]. Given the reactants [CH2:1]([OH:5])[CH2:2][CH2:3][OH:4].[SH:6][CH:7]([C:11]1[CH:16]=[CH:15][CH:14]=[CH:13][CH:12]=1)[C:8](O)=[O:9].S(=O)(=O)(O)O, predict the reaction product. (4) Given the reactants Cl.[Cl:2][CH2:3][CH2:4][NH:5][CH2:6][CH2:7][Cl:8].[P:9](Cl)([Cl:12])([Cl:11])=[O:10].C(N(CC)CC)C, predict the reaction product. The product is: [Cl:2][CH2:3][CH2:4][N:5]([CH2:6][CH2:7][Cl:8])[P:9]([Cl:12])([Cl:11])=[O:10]. (5) Given the reactants [CH3:1][C@@H:2]1[CH2:6][CH2:5][CH2:4][N:3]1[CH2:7][CH2:8][C:9]1[CH:14]=[CH:13][C:12]([C:15]2[CH:16]=[C:17]3[C:21](=[CH:22][CH:23]=2)[CH2:20][NH:19][CH2:18]3)=[CH:11][CH:10]=1.C(N(CC)CC)C.Cl.[C:32](Cl)(=[O:39])[C:33]1[CH:38]=[CH:37][N:36]=[CH:35][CH:34]=1, predict the reaction product. The product is: [CH3:1][C@@H:2]1[CH2:6][CH2:5][CH2:4][N:3]1[CH2:7][CH2:8][C:9]1[CH:10]=[CH:11][C:12]([C:15]2[CH:16]=[C:17]3[C:21](=[CH:22][CH:23]=2)[CH2:20][N:19]([C:32]([C:33]2[CH:38]=[CH:37][N:36]=[CH:35][CH:34]=2)=[O:39])[CH2:18]3)=[CH:13][CH:14]=1. (6) Given the reactants Br[C:2]1[C:7]2=[N:8][C:9]([C:12]([N:14]3[CH2:19][CH2:18][O:17][CH2:16][CH2:15]3)=[O:13])=[CH:10][N:11]=[C:6]2[CH:5]=[N:4][CH:3]=1.[F:20][C:21]([F:32])([F:31])[C:22]1[CH:27]=[CH:26][C:25](B(O)O)=[CH:24][CH:23]=1.C(=O)([O-])[O-].[Cs+].[Cs+].O1CCOCC1, predict the reaction product. The product is: [O:17]1[CH2:18][CH2:19][N:14]([C:12]([C:9]2[N:8]=[C:7]3[C:2]([C:25]4[CH:26]=[CH:27][C:22]([C:21]([F:32])([F:31])[F:20])=[CH:23][CH:24]=4)=[CH:3][N:4]=[CH:5][C:6]3=[N:11][CH:10]=2)=[O:13])[CH2:15][CH2:16]1.